Dataset: NCI-60 drug combinations with 297,098 pairs across 59 cell lines. Task: Regression. Given two drug SMILES strings and cell line genomic features, predict the synergy score measuring deviation from expected non-interaction effect. (1) Drug 1: CC1=C2C(C(=O)C3(C(CC4C(C3C(C(C2(C)C)(CC1OC(=O)C(C(C5=CC=CC=C5)NC(=O)OC(C)(C)C)O)O)OC(=O)C6=CC=CC=C6)(CO4)OC(=O)C)OC)C)OC. Drug 2: CNC(=O)C1=CC=CC=C1SC2=CC3=C(C=C2)C(=NN3)C=CC4=CC=CC=N4. Cell line: IGROV1. Synergy scores: CSS=32.7, Synergy_ZIP=3.21, Synergy_Bliss=3.54, Synergy_Loewe=-20.2, Synergy_HSA=3.62. (2) Drug 1: CC(C)(C#N)C1=CC(=CC(=C1)CN2C=NC=N2)C(C)(C)C#N. Drug 2: C1=NC(=NC(=O)N1C2C(C(C(O2)CO)O)O)N. Cell line: PC-3. Synergy scores: CSS=0.841, Synergy_ZIP=-0.947, Synergy_Bliss=-0.401, Synergy_Loewe=-6.46, Synergy_HSA=-5.35. (3) Drug 1: C1=CC(=CC=C1CCC2=CNC3=C2C(=O)NC(=N3)N)C(=O)NC(CCC(=O)O)C(=O)O. Drug 2: CN(CC1=CN=C2C(=N1)C(=NC(=N2)N)N)C3=CC=C(C=C3)C(=O)NC(CCC(=O)O)C(=O)O. Cell line: IGROV1. Synergy scores: CSS=42.2, Synergy_ZIP=-13.9, Synergy_Bliss=-5.17, Synergy_Loewe=-2.55, Synergy_HSA=-0.284. (4) Drug 1: CC1=CC2C(CCC3(C2CCC3(C(=O)C)OC(=O)C)C)C4(C1=CC(=O)CC4)C. Drug 2: CC1=C(C=C(C=C1)NC(=O)C2=CC=C(C=C2)CN3CCN(CC3)C)NC4=NC=CC(=N4)C5=CN=CC=C5. Cell line: SK-MEL-28. Synergy scores: CSS=-5.90, Synergy_ZIP=2.80, Synergy_Bliss=-0.119, Synergy_Loewe=-5.73, Synergy_HSA=-4.62. (5) Drug 1: CC(CN1CC(=O)NC(=O)C1)N2CC(=O)NC(=O)C2. Drug 2: CC1C(C(CC(O1)OC2CC(CC3=C2C(=C4C(=C3O)C(=O)C5=CC=CC=C5C4=O)O)(C(=O)C)O)N)O. Cell line: HCT-15. Synergy scores: CSS=35.4, Synergy_ZIP=-9.36, Synergy_Bliss=-10.4, Synergy_Loewe=-8.15, Synergy_HSA=-6.18. (6) Drug 1: C1=CC(=CC=C1CCCC(=O)O)N(CCCl)CCCl. Drug 2: C1=CC=C(C(=C1)C(C2=CC=C(C=C2)Cl)C(Cl)Cl)Cl. Cell line: HCT-15. Synergy scores: CSS=12.8, Synergy_ZIP=0.00932, Synergy_Bliss=-1.23, Synergy_Loewe=-6.32, Synergy_HSA=-0.523. (7) Drug 1: CC(C1=C(C=CC(=C1Cl)F)Cl)OC2=C(N=CC(=C2)C3=CN(N=C3)C4CCNCC4)N. Drug 2: CCCS(=O)(=O)NC1=C(C(=C(C=C1)F)C(=O)C2=CNC3=C2C=C(C=N3)C4=CC=C(C=C4)Cl)F. Cell line: OVCAR3. Synergy scores: CSS=4.21, Synergy_ZIP=0.568, Synergy_Bliss=3.99, Synergy_Loewe=1.70, Synergy_HSA=1.41. (8) Drug 1: C1=CC(=C2C(=C1NCCNCCO)C(=O)C3=C(C=CC(=C3C2=O)O)O)NCCNCCO. Drug 2: CC1C(C(CC(O1)OC2CC(CC3=C2C(=C4C(=C3O)C(=O)C5=C(C4=O)C(=CC=C5)OC)O)(C(=O)C)O)N)O.Cl. Cell line: HL-60(TB). Synergy scores: CSS=83.8, Synergy_ZIP=5.51, Synergy_Bliss=5.58, Synergy_Loewe=2.28, Synergy_HSA=7.33.